This data is from Reaction yield outcomes from USPTO patents with 853,638 reactions. The task is: Predict the reaction yield, written as a fraction of the theoretical maximum amount of product (1.0 means a 100% yield; for example, 0.34 means a 34% yield). (1) The catalyst is CC(C)=O.O.[Os](=O)(=O)(=O)=O. The reactants are [OH2:1].C[N+]1([O-])[CH2:8][CH2:7][O:6][CH2:5][CH2:4]1.[C:10]([NH:20][CH2:21][CH2:22][CH2:23][CH2:24][C:25]1[CH:30]=[CH:29][C:28](OCC=C)=CC=1)([O:12][CH2:13][C:14]1[CH:19]=[CH:18][CH:17]=[CH:16][CH:15]=1)=[O:11].OS([O-])=O.[Na+].[C:40]([OH:44])(C)(C)C. The product is [C:10]([NH:20][CH2:21][CH2:22][CH2:23][CH2:24][C:25]1[CH:30]=[CH:29][CH:28]=[CH:8][C:7]=1[O:6][CH2:5][CH:4]([OH:1])[CH2:40][OH:44])([O:12][CH2:13][C:14]1[CH:15]=[CH:16][CH:17]=[CH:18][CH:19]=1)=[O:11]. The yield is 0.620. (2) The reactants are [F:1][C:2]1[CH:7]=[CH:6][C:5]([CH2:8][OH:9])=[CH:4][CH:3]=1.N1C=CN=C1.[C:15]([Si:19](Cl)([CH3:21])[CH3:20])([CH3:18])([CH3:17])[CH3:16]. The catalyst is CN(C=O)C. The product is [C:15]([Si:19]([O:9][CH2:8][C:5]1[CH:6]=[CH:7][C:2]([F:1])=[CH:3][CH:4]=1)([CH3:21])[CH3:20])([CH3:18])([CH3:17])[CH3:16]. The yield is 0.990. (3) The reactants are [CH2:1]([O:3][C:4](=[O:24])[CH2:5][CH2:6][C:7]1[CH:12]=[CH:11][C:10]([O:13][C:14]2[CH:19]=[C:18]([O:20]C)[CH:17]=[C:16]([F:22])[CH:15]=2)=[CH:9][C:8]=1[CH3:23])[CH3:2].B(Br)(Br)Br. The catalyst is C(Cl)Cl. The product is [CH2:1]([O:3][C:4](=[O:24])[CH2:5][CH2:6][C:7]1[CH:12]=[CH:11][C:10]([O:13][C:14]2[CH:19]=[C:18]([OH:20])[CH:17]=[C:16]([F:22])[CH:15]=2)=[CH:9][C:8]=1[CH3:23])[CH3:2]. The yield is 0.810. (4) The reactants are [OH:1][C:2]1[C:3]2[N:4]([CH:27]=[CH:28][CH:29]=2)[N:5]([CH2:22][CH2:23][CH:24]([CH3:26])[CH3:25])[C:6](=[O:21])[C:7]=1[C:8]1[NH:13][C:12]2[CH:14]=[CH:15][C:16](I)=[CH:17][C:11]=2[S:10](=[O:20])(=[O:19])[N:9]=1.[O-]P(OP(OP([O-])([O-])=O)([O-])=O)(=O)[O-].[K+].[K+].[K+].[K+].[K+].N(CC(O)=O)C.[CH3:54][NH:55][S:56]([CH3:59])(=[O:58])=[O:57]. The catalyst is C(OCC)(=O)C.[Cu]I.CN(C)C=O. The yield is 0.310. The product is [OH:1][C:2]1[C:3]2[N:4]([CH:27]=[CH:28][CH:29]=2)[N:5]([CH2:22][CH2:23][CH:24]([CH3:26])[CH3:25])[C:6](=[O:21])[C:7]=1[C:8]1[NH:13][C:12]2[CH:14]=[CH:15][C:16]([N:55]([CH3:54])[S:56]([CH3:59])(=[O:58])=[O:57])=[CH:17][C:11]=2[S:10](=[O:20])(=[O:19])[N:9]=1. (5) The reactants are C(O[C:4](=[O:15])[CH:5]([CH3:14])[C:6](=[O:13])[CH2:7][C:8]([O:10][CH2:11][CH3:12])=[O:9])C.C(OC(O[CH2:22][CH3:23])=C)C.[CH3:24][NH2:25]. The catalyst is C(OCC)C.C[O-].[Na+]. The product is [CH2:11]([O:10][C:8]([C:7]1[C:6]([OH:13])=[C:5]([CH3:14])[C:4](=[O:15])[N:25]([CH3:24])[C:22]=1[CH3:23])=[O:9])[CH3:12]. The yield is 0.340. (6) The reactants are Cl.[Cl:2][C:3]1[C:4]([O:31]COC)=[CH:5][C:6]([O:27]COC)=[C:7]([CH:26]=1)[C:8]([N:10]1[CH2:18][C:17]2[C:12](=[CH:13][CH:14]=[CH:15][CH:16]=2)[CH:11]1[C:19]([NH:21][CH:22]1[CH2:25][CH2:24][CH2:23]1)=[O:20])=[O:9].C([O-])(O)=O.[Na+]. The catalyst is CO. The product is [Cl:2][C:3]1[C:4]([OH:31])=[CH:5][C:6]([OH:27])=[C:7]([CH:26]=1)[C:8]([N:10]1[CH2:18][C:17]2[C:12](=[CH:13][CH:14]=[CH:15][CH:16]=2)[CH:11]1[C:19]([NH:21][CH:22]1[CH2:25][CH2:24][CH2:23]1)=[O:20])=[O:9]. The yield is 0.850. (7) The product is [CH2:6]([N:7]1[C:11](=[O:12])[N:10]([C:13]2[S:17][C:16]([C:18]([OH:20])=[O:19])=[C:15]([CH3:23])[CH:14]=2)[CH:9]=[N:8]1)[C:5]1[CH:24]=[CH:25][CH:2]=[CH:3][CH:4]=1. The yield is 0.860. The reactants are F[C:2]1[CH:25]=[CH:24][C:5]([CH2:6][N:7]2[C:11](=[O:12])[N:10]([C:13]3[S:17][C:16]([C:18]([O:20]CC)=[O:19])=[C:15]([CH3:23])[CH:14]=3)[CH:9]=[N:8]2)=[CH:4][CH:3]=1.C(N1C(=O)N(C2C(C)=C(C([O-])=O)SC=2)C=N1)C1C=CC=CC=1. No catalyst specified.